Dataset: Forward reaction prediction with 1.9M reactions from USPTO patents (1976-2016). Task: Predict the product of the given reaction. (1) The product is: [C@H:1]1([OH:10])[C:9]2[C:4](=[CH:5][CH:6]=[CH:7][CH:8]=2)[CH2:3][CH2:2]1. Given the reactants [C:1]1(=[O:10])[C:9]2[C:4](=[CH:5][CH:6]=[CH:7][CH:8]=2)[CH2:3][CH2:2]1.[H][H], predict the reaction product. (2) Given the reactants C1(C)C=CC=CC=1.C[O:9][C:10](=O)/[CH:11]=[C:12](\[CH3:29])/[CH2:13]/[CH:14]=[CH:15]/[C@H:16]([CH3:28])[C@@H:17]([O:20][Si:21]([CH2:26][CH3:27])([CH2:24][CH3:25])[CH2:22][CH3:23])[CH2:18][CH3:19].C1(C)C=CC=CC=1.[H-].C([Al+]CC(C)C)C(C)C.O.O.O.O.C(C(C(C([O-])=O)O)O)([O-])=O.[Na+].[K+], predict the reaction product. The product is: [CH3:29]/[C:12](/[CH2:13]/[CH:14]=[CH:15]/[C@H:16]([CH3:28])[C@@H:17]([O:20][Si:21]([CH2:24][CH3:25])([CH2:26][CH3:27])[CH2:22][CH3:23])[CH2:18][CH3:19])=[CH:11]\[CH2:10][OH:9]. (3) The product is: [CH3:45][C@H:46]([CH2:49][CH2:50][CH2:51][CH3:52])[C:47]([OH:14])=[O:48]. Given the reactants C1N=C(N)C2N=CN([C@@H]3[O:14][C@H](COP(OP(OC[C@H]4O[C@@H](N5C=C(C(N)=O)CC=C5)[C@H](O)[C@@H]4O)(O)=O)(O)=O)[C@@H](O)[C@H]3O)C=2N=1.[CH3:45][C@H:46]([CH2:49][CH2:50][CH2:51][CH3:52])[CH:47]=[O:48].Cl.C(OCC)(=O)C, predict the reaction product. (4) Given the reactants [C:1]([N:5]1[CH2:10][CH2:9][N:8]([C:11](OC(C)(C)C)=[O:12])[C@@H:7]([C:18]([N:20]2[CH2:25][CH2:24][NH:23][CH2:22][CH2:21]2)=[O:19])[CH2:6]1)([CH3:4])([CH3:3])[CH3:2].[N:26]([C:29]1[CH:34]=[CH:33][CH:32]=[C:31]([C:35]([F:38])([F:37])[F:36])[CH:30]=1)=[C:27]=[O:28], predict the reaction product. The product is: [NH3:5].[CH3:11][OH:12].[C:1]([N:5]1[CH2:10][CH2:9][NH:8][C@@H:7]([C:18]([N:20]2[CH2:25][CH2:24][N:23]([C:27]([NH:26][C:29]3[CH:34]=[CH:33][CH:32]=[C:31]([C:35]([F:36])([F:37])[F:38])[CH:30]=3)=[O:28])[CH2:22][CH2:21]2)=[O:19])[CH2:6]1)([CH3:4])([CH3:2])[CH3:3]. (5) Given the reactants [CH:1]1=[CH:2][CH2:3][CH:4]=[CH:5][CH2:6][CH2:7][CH:8]=[CH:9][CH2:10][CH2:11][CH2:12]1.C(=O)(O)[O-:14].[Na+].ClC1C=CC=C(C(OO)=O)C=1, predict the reaction product. The product is: [CH:1]12[O:14][CH:12]1[CH2:11][CH2:10][CH:9]=[CH:8][CH2:7][CH2:6][CH:5]=[CH:4][CH2:3][CH2:2]2. (6) Given the reactants [C:1]([OH:22])(=O)[CH2:2][CH2:3][CH2:4]/[CH:5]=[CH:6]\[CH2:7]/[CH:8]=[CH:9]\[CH2:10]/[CH:11]=[CH:12]\[CH2:13]/[CH:14]=[CH:15]\[CH2:16][CH2:17][CH2:18][CH2:19][CH3:20].C(N([CH2:28][CH3:29])CC)C.ClC([O:33][CH2:34][CH2:35][CH2:36][CH3:37])=O.Cl.C(N([CH2:44][CH3:45])CC)C.Cl.Cl.[NH2:48][CH2:49][CH2:50][S:51][S:52][CH2:53][CH2:54][NH2:55].Cl, predict the reaction product. The product is: [C:34]([NH:48][CH2:49][CH2:50][S:51][S:52][CH2:53][CH2:54][NH:55][C:1](=[O:22])[CH2:2][CH2:3][CH2:4]/[CH:5]=[CH:6]\[CH2:7]/[CH:8]=[CH:9]\[CH2:10]/[CH:11]=[CH:12]\[CH2:13]/[CH:14]=[CH:15]\[CH2:16][CH2:17][CH2:18][CH2:19][CH3:20])(=[O:33])[CH2:35][CH2:36][CH2:37]/[CH:12]=[CH:11]\[CH2:10]/[CH:9]=[CH:8]\[CH2:7]/[CH:6]=[CH:5]\[CH2:4]/[CH:3]=[CH:2]\[CH2:1][CH2:44][CH2:45][CH2:28][CH3:29]. (7) The product is: [Br:1][C:2]1[CH:7]=[CH:6][CH:5]=[C:4]2[C:3]=1[NH:8][CH:11]=[C:12]2[CH3:13]. Given the reactants [Br:1][C:2]1[CH:7]=[CH:6][CH:5]=[CH:4][C:3]=1[N+:8]([O-])=O.[CH2:11]([Mg]Br)[CH:12]=[CH2:13], predict the reaction product. (8) Given the reactants C([N:8]1[C:12]2[N:13](CC3C=CC=CC=3)[C:14](=[O:20])[CH:15]([OH:19])[NH:16][C:17](=[O:18])[C:11]=2[N:10]=[CH:9]1)C1C=CC=CC=1, predict the reaction product. The product is: [OH:19][CH:15]1[C:14](=[O:20])[NH:13][C:12]2[NH:8][CH:9]=[N:10][C:11]=2[C:17](=[O:18])[NH:16]1. (9) Given the reactants [O:1]1[C:5]2([CH2:10][CH2:9][CH:8]([C:11]3[C:19]4[C:14](=[CH:15][CH:16]=[C:17]([C:20]#[N:21])[CH:18]=4)[N:13]([CH2:22][CH3:23])[CH:12]=3)[CH2:7][CH2:6]2)[O:4][CH2:3][CH2:2]1.C(Br)[C:25]1[CH:30]=[CH:29]C=[CH:27][CH:26]=1, predict the reaction product. The product is: [O:4]1[C:5]2([CH2:10][CH2:9][CH:8]([C:11]3[C:19]4[C:14](=[CH:15][CH:16]=[C:17]([C:20]#[N:21])[CH:18]=4)[N:13]([CH2:22][C:23]4[CH:29]=[CH:30][CH:25]=[CH:26][CH:27]=4)[CH:12]=3)[CH2:7][CH2:6]2)[O:1][CH2:2][CH2:3]1.